Predict the product of the given reaction. From a dataset of Forward reaction prediction with 1.9M reactions from USPTO patents (1976-2016). (1) Given the reactants C(N(CC)CC)C.[CH3:8][N:9]([CH3:36])[C:10]1[CH:15]=[CH:14][C:13]([C:16]2[CH:17]=[C:18]3[C:23](=[CH:24][CH:25]=2)[N:22]=[C:21]([O:26][CH2:27][CH2:28][O:29][CH2:30][CH2:31][O:32][CH2:33][CH2:34][OH:35])[CH:20]=[CH:19]3)=[CH:12][CH:11]=1.[CH3:37][C:38]1[CH:43]=[CH:42][C:41]([S:44](O[S:44]([C:41]2[CH:42]=[CH:43][C:38]([CH3:37])=[CH:39][CH:40]=2)(=[O:46])=[O:45])(=[O:46])=[O:45])=[CH:40][CH:39]=1.O, predict the reaction product. The product is: [CH3:37][C:38]1[CH:43]=[CH:42][C:41]([S:44]([O:35][CH2:34][CH2:33][O:32][CH2:31][CH2:30][O:29][CH2:28][CH2:27][O:26][C:21]2[CH:20]=[CH:19][C:18]3[C:23](=[CH:24][CH:25]=[C:16]([C:13]4[CH:14]=[CH:15][C:10]([N:9]([CH3:36])[CH3:8])=[CH:11][CH:12]=4)[CH:17]=3)[N:22]=2)(=[O:46])=[O:45])=[CH:40][CH:39]=1. (2) Given the reactants [CH2:1]([S:3]([C:6]1[CH:7]=[C:8]([C:12]2[CH:20]=[CH:19][C:18]([OH:21])=[C:17]3[C:13]=2[C:14]2[CH:25]=[C:24]([CH3:26])[CH:23]=[N:22][C:15]=2[NH:16]3)[CH:9]=[CH:10][CH:11]=1)(=[O:5])=[O:4])[CH3:2].[CH2:27]([O:34]CCCO)[C:28]1C=CC=C[CH:29]=1, predict the reaction product. The product is: [CH2:1]([S:3]([C:6]1[CH:7]=[C:8]([C:12]2[CH:20]=[CH:19][C:18]([O:21][CH2:29][CH2:28][CH2:27][OH:34])=[C:17]3[C:13]=2[C:14]2[CH:25]=[C:24]([CH3:26])[CH:23]=[N:22][C:15]=2[NH:16]3)[CH:9]=[CH:10][CH:11]=1)(=[O:5])=[O:4])[CH3:2]. (3) Given the reactants [CH3:1][O:2][CH2:3][C@@H:4]1[C@@H:10]([C:11]2[CH:16]=[CH:15][C:14]([Cl:17])=[C:13]([Cl:18])[CH:12]=2)[CH2:9][C@H:8]2[N:19]([CH3:20])[C@@H:5]1[CH2:6][CH2:7]2.[S:21](=[O:25])(=[O:24])([OH:23])[OH:22], predict the reaction product. The product is: [S:21]([OH:25])([OH:24])(=[O:23])=[O:22].[CH3:1][O:2][CH2:3][C@@H:4]1[C@@H:10]([C:11]2[CH:16]=[CH:15][C:14]([Cl:17])=[C:13]([Cl:18])[CH:12]=2)[CH2:9][C@H:8]2[N:19]([CH3:20])[C@@H:5]1[CH2:6][CH2:7]2.